The task is: Predict the reactants needed to synthesize the given product.. This data is from Full USPTO retrosynthesis dataset with 1.9M reactions from patents (1976-2016). (1) Given the product [CH3:1][C:2]1([CH3:19])[C:13]2[C:14]3[N:5]([C:6](=[O:18])[C:7](=[O:17])[N:8]([CH2:27]/[CH:26]=[CH:25]/[CH:24]=[CH2:23])[C:9]=3[CH:10]=[C:11]([CH3:16])[C:12]=2[CH3:15])[CH2:4][CH2:3]1, predict the reactants needed to synthesize it. The reactants are: [CH3:1][C:2]1([CH3:19])[C:13]2[C:14]3[N:5]([C:6](=[O:18])[C:7](=[O:17])[NH:8][C:9]=3[CH:10]=[C:11]([CH3:16])[C:12]=2[CH3:15])[CH2:4][CH2:3]1.[H-].[Na+].Br[CH2:23]/[CH:24]=[CH:25]/[CH:26]=[CH2:27].O. (2) Given the product [Br:1][C:2]1[N:7]=[C:6]([CH2:8][Br:16])[CH:5]=[CH:4][N:3]=1, predict the reactants needed to synthesize it. The reactants are: [Br:1][C:2]1[N:7]=[C:6]([CH3:8])[CH:5]=[CH:4][N:3]=1.C1C(=O)N([Br:16])C(=O)C1.C(OOC(=O)C1C=CC=CC=1)(=O)C1C=CC=CC=1.